From a dataset of Forward reaction prediction with 1.9M reactions from USPTO patents (1976-2016). Predict the product of the given reaction. (1) Given the reactants Cl.[Cl:2][C:3]1[CH:8]=[CH:7][C:6]([O:9][CH2:10][CH:11]2[CH2:16][CH2:15][NH:14][CH2:13][CH2:12]2)=[CH:5][N:4]=1.[CH3:17][C:18]1([CH3:21])[CH2:20][O:19]1.C([O-])([O-])=O.[K+].[K+].[NH4+].[Cl-], predict the reaction product. The product is: [Cl:2][C:3]1[N:4]=[CH:5][C:6]([O:9][CH2:10][CH:11]2[CH2:16][CH2:15][N:14]([CH2:17][C:18]([CH3:21])([OH:19])[CH3:20])[CH2:13][CH2:12]2)=[CH:7][CH:8]=1. (2) Given the reactants [CH3:1][O:2][C:3]1[CH:4]=[C:5]2[C:16](=[CH:17][CH:18]=1)[C:8]1([CH2:13][CH2:12][CH2:11][CH:10]([C:14]#[N:15])[NH:9]1)[CH2:7][CH2:6]2, predict the reaction product. The product is: [CH3:1][O:2][C:3]1[CH:4]=[C:5]2[C:16](=[CH:17][CH:18]=1)[C:8]1([CH2:13][CH2:12][CH2:11][CH:10]([CH2:14][NH2:15])[NH:9]1)[CH2:7][CH2:6]2. (3) Given the reactants [F:1][C:2]1[CH:23]=[CH:22][CH:21]=[C:20]([F:24])[C:3]=1[CH2:4][O:5][C:6]1[N:11]2[N:12]=[C:13]([CH3:18])[C:14]([C:15]([OH:17])=O)=[C:10]2[CH:9]=[C:8]([CH3:19])[CH:7]=1.CN(C(ON1[N:41]=[N:40][C:35]2C=[CH:37][CH:38]=[N:39][C:34]1=2)=[N+](C)C)C.F[P-](F)(F)(F)(F)F.[CH:49](N(CC)C(C)C)(C)C, predict the reaction product. The product is: [F:24][C:20]1[CH:21]=[CH:22][CH:23]=[C:2]([F:1])[C:3]=1[CH2:4][O:5][C:6]1[N:11]2[N:12]=[C:13]([CH3:18])[C:14]([C:15]([NH:41][N:40]3[CH2:35][CH2:34][N:39]([CH3:49])[CH2:38][CH2:37]3)=[O:17])=[C:10]2[CH:9]=[C:8]([CH3:19])[CH:7]=1.